Dataset: Full USPTO retrosynthesis dataset with 1.9M reactions from patents (1976-2016). Task: Predict the reactants needed to synthesize the given product. (1) Given the product [Br:1][C:2]1[CH:3]=[C:4]2[N:9]=[C:28]([C:25]3[N:26]=[N:27][C:22]([N:19]4[CH2:18][CH2:17][N:16]([C:14]([C:13]5[CH:31]=[CH:32][CH:33]=[CH:34][C:12]=5[C:11]([F:36])([F:10])[F:35])=[O:15])[CH2:21][CH2:20]4)=[CH:23][CH:24]=3)[NH:8][C:5]2=[N:6][CH:7]=1, predict the reactants needed to synthesize it. The reactants are: [Br:1][C:2]1[CH:3]=[C:4]([NH2:9])[C:5]([NH2:8])=[N:6][CH:7]=1.[F:10][C:11]([F:36])([F:35])[C:12]1[CH:34]=[CH:33][CH:32]=[CH:31][C:13]=1[C:14]([N:16]1[CH2:21][CH2:20][N:19]([C:22]2[N:27]=[N:26][C:25]([C:28](O)=O)=[CH:24][CH:23]=2)[CH2:18][CH2:17]1)=[O:15]. (2) The reactants are: [CH:1]1(/[CH:4]=[N:5]/[S@:6]([C:8]([CH3:11])([CH3:10])[CH3:9])=[O:7])[CH2:3][CH2:2]1.C[N+](C)(C)C.[F-].[Si]([C:22]([F:25])([F:24])[F:23])(C)(C)C. Given the product [CH:1]1([C@@H:4]([NH:5][S@:6]([C:8]([CH3:11])([CH3:10])[CH3:9])=[O:7])[C:22]([F:25])([F:24])[F:23])[CH2:2][CH2:3]1, predict the reactants needed to synthesize it. (3) Given the product [Cl:19][C:20]1[CH:21]=[C:22]([F:28])[C:23]([NH:26][NH:27][C:3](=[O:5])[C:2]([F:1])([F:18])[C:6]2[CH:7]=[C:8]3[C:13](=[CH:14][CH:15]=2)[N:12]=[CH:11][C:10]([O:16][CH3:17])=[CH:9]3)=[N:24][CH:25]=1, predict the reactants needed to synthesize it. The reactants are: [F:1][C:2]([F:18])([C:6]1[CH:7]=[C:8]2[C:13](=[CH:14][CH:15]=1)[N:12]=[CH:11][C:10]([O:16][CH3:17])=[CH:9]2)[C:3]([OH:5])=O.[Cl:19][C:20]1[CH:21]=[C:22]([F:28])[C:23]([NH:26][NH2:27])=[N:24][CH:25]=1. (4) Given the product [CH:29]1([NH:30][CH:21]2[CH2:20][CH2:19][CH2:17][CH2:23][CH2:22]2)[CH2:24][CH2:25][CH2:26][CH2:27][CH2:28]1.[CH3:3][C:2]([OH:41])([C:4]1[C:9]([CH2:10][CH2:11][C@@H:12]([S:32][CH2:33][C:34]2([CH2:37][C:38]([OH:40])=[O:39])[CH2:35][CH2:36]2)[C:13]2[CH:18]=[C:17](/[CH:19]=[CH:20]/[C:21]3[CH:22]=[CH:23][C:24]4[CH:25]=[CH:26][C:27]([Cl:31])=[CH:28][C:29]=4[N:30]=3)[CH:16]=[CH:15][CH:14]=2)=[CH:8][CH:7]=[CH:6][CH:5]=1)[CH3:1].[CH2:26]1[CH2:25][CH2:24][CH:29]([NH:30][CH:21]2[CH2:20][CH2:19][CH2:17][CH2:23][CH2:22]2)[CH2:28][CH2:27]1, predict the reactants needed to synthesize it. The reactants are: [CH3:1][C:2]([OH:41])([C:4]1[CH:5]=[CH:6][CH:7]=[CH:8][C:9]=1[CH2:10][CH2:11][C@@H:12]([S:32][CH2:33][C:34]1([CH2:37][C:38]([OH:40])=[O:39])[CH2:36][CH2:35]1)[C:13]1[CH:14]=[CH:15][CH:16]=[C:17](/[CH:19]=[CH:20]/[C:21]2[CH:22]=[CH:23][C:24]3[CH:25]=[CH:26][C:27]([Cl:31])=[CH:28][C:29]=3[N:30]=2)[CH:18]=1)[CH3:3].[H][H].[OH-].[Na+].[Li+].[OH-].[OH-].[K+].